From a dataset of Forward reaction prediction with 1.9M reactions from USPTO patents (1976-2016). Predict the product of the given reaction. (1) Given the reactants [NH2:1][C:2]1[CH:10]=[CH:9][C:8]([O:11][CH3:12])=[CH:7][C:3]=1[C:4]([NH2:6])=O.[Cl:13][C:14]1[CH:22]=[CH:21][CH:20]=[CH:19][C:15]=1[C:16](Cl)=O.[NH:23]1[CH2:28][CH2:27][CH2:26][CH2:25][CH2:24]1, predict the reaction product. The product is: [Cl:13][C:14]1[CH:22]=[CH:21][CH:20]=[CH:19][C:15]=1[C:16]1[N:6]=[C:4]([N:23]2[CH2:28][CH2:27][CH2:26][CH2:25][CH2:24]2)[C:3]2[C:2](=[CH:10][CH:9]=[C:8]([O:11][CH3:12])[CH:7]=2)[N:1]=1. (2) Given the reactants [Mg].[Cl:2][C:3]1[CH:4]=[C:5]([CH:8]=[CH:9][C:10]=1[Cl:11])[CH2:6]Cl.[C:12]([N:19]1[CH2:24][CH2:23][C:22](=[O:25])[CH2:21][CH2:20]1)([O:14][C:15]([CH3:18])([CH3:17])[CH3:16])=[O:13], predict the reaction product. The product is: [Cl:2][C:3]1[CH:4]=[C:5]([CH:8]=[CH:9][C:10]=1[Cl:11])[CH2:6][C:22]1([OH:25])[CH2:21][CH2:20][N:19]([C:12]([O:14][C:15]([CH3:17])([CH3:16])[CH3:18])=[O:13])[CH2:24][CH2:23]1. (3) Given the reactants [NH2:1][C@@H:2]1[CH2:6][CH2:5][C@@:4]([C:9]([N:11]2[CH2:16][C@@H:15]3[CH2:17][C@H:12]2[CH2:13][N:14]3[C:18]([O:20][C:21]([CH3:24])([CH3:23])[CH3:22])=[O:19])=[O:10])([CH2:7][CH3:8])[CH2:3]1.C(O[BH-](OC(=O)C)OC(=O)C)(=O)C.[Na+].[CH3:39][O:40][CH:41]1[C:46](=O)[CH2:45][CH2:44][O:43][CH2:42]1.[OH-].[Na+], predict the reaction product. The product is: [C:21]([O:20][C:18]([N:14]1[CH2:13][C@@H:12]2[CH2:17][C@H:15]1[CH2:16][N:11]2[C:9]([C@@:4]1([CH2:7][CH3:8])[CH2:5][CH2:6][C@@H:2]([NH:1][C@@H:46]2[C@H:41]([O:40][CH3:39])[CH2:42][O:43][CH2:44][CH2:45]2)[CH2:3]1)=[O:10])=[O:19])([CH3:23])([CH3:22])[CH3:24]. (4) The product is: [CH3:20][O:19][C:15]1[CH:14]=[C:13]([NH:12][C:4]2[N:3]=[C:2]([C:26]3[CH:27]=[CH:28][CH:29]=[C:30]4[C:25]=3[CH:24]=[CH:23][CH:22]=[N:21]4)[N:7]=[C:6]3[N:8]([CH3:11])[N:9]=[CH:10][C:5]=23)[CH:18]=[CH:17][CH:16]=1. Given the reactants Cl[C:2]1[N:7]=[C:6]2[N:8]([CH3:11])[N:9]=[CH:10][C:5]2=[C:4]([NH:12][C:13]2[CH:18]=[CH:17][CH:16]=[C:15]([O:19][CH3:20])[CH:14]=2)[N:3]=1.[N:21]1[C:30]2[CH:29]=[CH:28][CH:27]=[C:26](B(O)O)[C:25]=2[CH:24]=[CH:23][CH:22]=1, predict the reaction product.